This data is from Reaction yield outcomes from USPTO patents with 853,638 reactions. The task is: Predict the reaction yield, written as a fraction of the theoretical maximum amount of product (1.0 means a 100% yield; for example, 0.34 means a 34% yield). (1) The yield is 0.990. The reactants are C(C=P(CCCC)(CCCC)CCCC)#N.O[CH2:18][C@@H:19]([N:22]([CH2:35][CH2:36][OH:37])[S:23]([C:26]1[CH:31]=[CH:30][CH:29]=[CH:28][C:27]=1[N+:32]([O-:34])=[O:33])(=[O:25])=[O:24])[CH2:20][CH3:21]. The product is [CH2:20]([C@H:19]1[CH2:18][O:37][CH2:36][CH2:35][N:22]1[S:23]([C:26]1[CH:31]=[CH:30][CH:29]=[CH:28][C:27]=1[N+:32]([O-:34])=[O:33])(=[O:24])=[O:25])[CH3:21]. The catalyst is C1(C)C=CC=CC=1. (2) The reactants are [CH3:1][C:2]1[O:6][N:5]=[C:4]([C:7]2[CH:12]=[CH:11][CH:10]=[CH:9][CH:8]=2)[C:3]=1[CH2:13][O:14][C:15]1[CH:23]=[CH:22][C:18]([C:19]([OH:21])=O)=[CH:17][N:16]=1.[NH2:24][CH:25]([CH3:28])[CH2:26][OH:27]. No catalyst specified. The product is [OH:27][CH2:26][CH:25]([NH:24][C:19](=[O:21])[C:18]1[CH:22]=[CH:23][C:15]([O:14][CH2:13][C:3]2[C:4]([C:7]3[CH:8]=[CH:9][CH:10]=[CH:11][CH:12]=3)=[N:5][O:6][C:2]=2[CH3:1])=[N:16][CH:17]=1)[CH3:28]. The yield is 0.890. (3) The reactants are [Cl:1][C:2]1[CH:11]=[C:10]2[C:5]([CH:6]=[CH:7][C:8](/[CH:12]=[CH:13]/[C:14]3[CH:15]=[C:16]([CH:20]([CH:25]4[CH2:27][CH2:26]4)[CH:21](OC)[OH:22])[CH:17]=[CH:18][CH:19]=3)=[N:9]2)=[CH:4][CH:3]=1.[C:28]([O:37][CH3:38])(=[O:36])[C:29]1[C:30](=[CH:32][CH:33]=[CH:34][CH:35]=1)O.N(C(OC(C)C)=O)=N[C:41](OC(C)C)=[O:42].ClCCl. The catalyst is C1COCC1. The product is [CH3:38][O:37][C:28](=[O:36])[C:29]1[CH:30]=[CH:32][CH:33]=[CH:34][C:35]=1[O:22][CH2:21][C:20]([O:42][CH3:41])([C:16]1[CH:17]=[CH:18][CH:19]=[C:14](/[CH:13]=[CH:12]/[C:8]2[CH:7]=[CH:6][C:5]3[C:4](=[CH:3][C:2]([Cl:1])=[CH:11][CH:10]=3)[N:9]=2)[CH:15]=1)[CH:25]1[CH2:26][CH2:27]1. The yield is 0.0962. (4) The reactants are C[O:2][C:3]1[CH:8]=[CH:7][C:6]([C:9]2[NH:10][C:11]([NH:14][C:15](=[O:28])[C:16]([CH3:27])([S:18]([CH:21]3[CH2:26][CH2:25][O:24][CH2:23][CH2:22]3)(=[O:20])=[O:19])[CH3:17])=[N:12][N:13]=2)=[CH:5][CH:4]=1.[Br-].[Br-].[Br-].[Al+3]. The catalyst is C(S)C. The product is [OH:2][C:3]1[CH:8]=[CH:7][C:6]([C:9]2[NH:10][C:11]([NH:14][C:15](=[O:28])[C:16]([CH3:17])([S:18]([CH:21]3[CH2:22][CH2:23][O:24][CH2:25][CH2:26]3)(=[O:20])=[O:19])[CH3:27])=[N:12][N:13]=2)=[CH:5][CH:4]=1. The yield is 0.380. (5) The product is [Cl:19][C:20]1[CH:21]=[C:22]2[C:26](=[CH:27][CH:28]=1)[NH:25][C:24]([CH3:29])=[C:23]2[CH2:30][CH2:31][NH:32][C:10]([C:7]1[CH:6]=[C:5]([CH2:4][C:3]2[CH:13]=[C:14]([F:17])[CH:15]=[CH:16][C:2]=2[F:1])[O:9][N:8]=1)=[O:12]. The catalyst is CN(C=O)C. The yield is 0.620. The reactants are [F:1][C:2]1[CH:16]=[CH:15][C:14]([F:17])=[CH:13][C:3]=1[CH2:4][C:5]1[O:9][N:8]=[C:7]([C:10]([OH:12])=O)[CH:6]=1.Cl.[Cl:19][C:20]1[CH:21]=[C:22]2[C:26](=[CH:27][CH:28]=1)[NH:25][C:24]([CH3:29])=[C:23]2[CH2:30][CH2:31][NH2:32].CN(C(ON1N=NC2C=CC=NC1=2)=[N+](C)C)C.F[P-](F)(F)(F)(F)F.C(N(CC)C(C)C)(C)C. (6) The reactants are [CH3:1][C:2]1[N:7]=[C:6]([NH2:8])[CH:5]=[CH:4][CH:3]=1.[Br:9][CH:10]([CH2:18][CH3:19])[C:11](=O)[CH2:12][C:13](OC)=[O:14].[OH-].[Na+]. No catalyst specified. The product is [Br:9][CH:10]([C:11]1[N:8]=[C:6]2[CH:5]=[CH:4][CH:3]=[C:2]([CH3:1])[N:7]2[C:13](=[O:14])[CH:12]=1)[CH2:18][CH3:19]. The yield is 0.648. (7) The reactants are [N:1]1[C:10]2[C:5](=[CH:6][CH:7]=[CH:8][CH:9]=2)[CH:4]=[C:3]([CH:11]=[CH:12][CH:13]=[O:14])[CH:2]=1.[BH4-].[Na+].C(OC(C)C)(=O)C.[Cl-].[NH4+]. The catalyst is CO. The product is [N:1]1[C:10]2[C:5](=[CH:6][CH:7]=[CH:8][CH:9]=2)[CH:4]=[C:3]([CH:11]=[CH:12][CH2:13][OH:14])[CH:2]=1. The yield is 0.654.